This data is from NCI-60 drug combinations with 297,098 pairs across 59 cell lines. The task is: Regression. Given two drug SMILES strings and cell line genomic features, predict the synergy score measuring deviation from expected non-interaction effect. (1) Drug 1: C1CCN(CC1)CCOC2=CC=C(C=C2)C(=O)C3=C(SC4=C3C=CC(=C4)O)C5=CC=C(C=C5)O. Drug 2: CC1CCC2CC(C(=CC=CC=CC(CC(C(=O)C(C(C(=CC(C(=O)CC(OC(=O)C3CCCCN3C(=O)C(=O)C1(O2)O)C(C)CC4CCC(C(C4)OC)OCCO)C)C)O)OC)C)C)C)OC. Cell line: BT-549. Synergy scores: CSS=25.7, Synergy_ZIP=3.46, Synergy_Bliss=3.83, Synergy_Loewe=-14.2, Synergy_HSA=2.19. (2) Drug 1: C1=CC(=C2C(=C1NCCNCCO)C(=O)C3=C(C=CC(=C3C2=O)O)O)NCCNCCO. Drug 2: CC1C(C(CC(O1)OC2CC(CC3=C2C(=C4C(=C3O)C(=O)C5=C(C4=O)C(=CC=C5)OC)O)(C(=O)C)O)N)O.Cl. Cell line: NCI-H226. Synergy scores: CSS=45.0, Synergy_ZIP=1.32, Synergy_Bliss=3.80, Synergy_Loewe=2.81, Synergy_HSA=6.91. (3) Drug 1: C1=CC(=CC=C1CCC2=CNC3=C2C(=O)NC(=N3)N)C(=O)NC(CCC(=O)O)C(=O)O. Cell line: DU-145. Drug 2: CN(CC1=CN=C2C(=N1)C(=NC(=N2)N)N)C3=CC=C(C=C3)C(=O)NC(CCC(=O)O)C(=O)O. Synergy scores: CSS=22.7, Synergy_ZIP=-12.6, Synergy_Bliss=-12.1, Synergy_Loewe=-8.30, Synergy_HSA=-8.15. (4) Drug 1: CC1CCC2CC(C(=CC=CC=CC(CC(C(=O)C(C(C(=CC(C(=O)CC(OC(=O)C3CCCCN3C(=O)C(=O)C1(O2)O)C(C)CC4CCC(C(C4)OC)OCCO)C)C)O)OC)C)C)C)OC. Drug 2: N.N.Cl[Pt+2]Cl. Cell line: LOX IMVI. Synergy scores: CSS=32.9, Synergy_ZIP=0.994, Synergy_Bliss=3.09, Synergy_Loewe=2.41, Synergy_HSA=3.22. (5) Drug 1: CC12CCC3C(C1CCC2OP(=O)(O)O)CCC4=C3C=CC(=C4)OC(=O)N(CCCl)CCCl.[Na+]. Drug 2: CC1C(C(CC(O1)OC2CC(CC3=C2C(=C4C(=C3O)C(=O)C5=C(C4=O)C(=CC=C5)OC)O)(C(=O)CO)O)N)O.Cl. Cell line: A498. Synergy scores: CSS=86.6, Synergy_ZIP=27.9, Synergy_Bliss=28.1, Synergy_Loewe=-20.5, Synergy_HSA=28.7. (6) Drug 1: CC12CCC(CC1=CCC3C2CCC4(C3CC=C4C5=CN=CC=C5)C)O. Drug 2: C1CC(C1)(C(=O)O)C(=O)O.[NH2-].[NH2-].[Pt+2]. Cell line: SNB-19. Synergy scores: CSS=33.6, Synergy_ZIP=5.59, Synergy_Bliss=1.86, Synergy_Loewe=1.36, Synergy_HSA=2.57.